From a dataset of Reaction yield outcomes from USPTO patents with 853,638 reactions. Predict the reaction yield, written as a fraction of the theoretical maximum amount of product (1.0 means a 100% yield; for example, 0.34 means a 34% yield). The yield is 0.000200. The catalyst is C(OC(C)C)(=O)C. The product is [Cl:1][C:2]1[CH:7]=[CH:6][C:5]([CH2:8]/[C:9](/[C:29]2[CH:30]=[C:31]([CH:32]=[CH:33][CH:34]=2)[C:35]([NH2:36])=[O:38])=[C:10](/[NH:12][C:13](=[O:28])[C:14]([CH3:15])([O:16][C:17]2[CH:22]=[CH:21][C:20]([C:23]([F:25])([F:26])[F:24])=[CH:19][N:18]=2)[CH3:27])\[CH3:11])=[CH:4][CH:3]=1. The reactants are [Cl:1][C:2]1[CH:7]=[CH:6][C:5]([CH2:8]/[C:9](/[C:29]2[CH:34]=[CH:33][CH:32]=[C:31]([C:35]#[N:36])[CH:30]=2)=[C:10](/[NH:12][C:13](=[O:28])[C:14]([CH3:27])([O:16][C:17]2[CH:22]=[CH:21][C:20]([C:23]([F:26])([F:25])[F:24])=[CH:19][N:18]=2)[CH3:15])\[CH3:11])=[CH:4][CH:3]=1.C([O-])([O-])=[O:38].[K+].[K+].CS(C)=O.OO.